The task is: Regression. Given a peptide amino acid sequence and an MHC pseudo amino acid sequence, predict their binding affinity value. This is MHC class II binding data.. This data is from Peptide-MHC class II binding affinity with 134,281 pairs from IEDB. (1) The peptide sequence is DCLLCAYSIEFGTNI. The MHC is HLA-DPA10301-DPB10402 with pseudo-sequence HLA-DPA10301-DPB10402. The binding affinity (normalized) is 0.320. (2) The peptide sequence is AANWILRGTSFVYVP. The MHC is DRB1_0101 with pseudo-sequence DRB1_0101. The binding affinity (normalized) is 0.630. (3) The peptide sequence is TEQYKFQADSPKRLA. The MHC is DRB1_1501 with pseudo-sequence DRB1_1501. The binding affinity (normalized) is 0.165. (4) The peptide sequence is PEKPDSVTPMILKAQK. The MHC is HLA-DPA10201-DPB10501 with pseudo-sequence HLA-DPA10201-DPB10501. The binding affinity (normalized) is 0.370. (5) The peptide sequence is VGINTRNMTMSMSMI. The MHC is HLA-DQA10501-DQB10303 with pseudo-sequence HLA-DQA10501-DQB10303. The binding affinity (normalized) is 0.611.